The task is: Predict the product of the given reaction.. This data is from Forward reaction prediction with 1.9M reactions from USPTO patents (1976-2016). (1) Given the reactants [F:1][C:2]1[CH:3]=[C:4]([C:8]2[C:17]([CH2:18][OH:19])=[CH:16][C:15]3[C:10](=[CH:11][CH:12]=[CH:13][N:14]=3)[N:9]=2)[CH:5]=[CH:6][CH:7]=1.[H-].[Na+].[NH2:22][C:23]1[C:28]([C:29]#[N:30])=[C:27](Cl)[N:26]=[CH:25][N:24]=1, predict the reaction product. The product is: [NH2:22][C:23]1[C:28]([C:29]#[N:30])=[C:27]([O:19][CH2:18][C:17]2[C:8]([C:4]3[CH:5]=[CH:6][CH:7]=[C:2]([F:1])[CH:3]=3)=[N:9][C:10]3[C:15]([CH:16]=2)=[N:14][CH:13]=[CH:12][CH:11]=3)[N:26]=[CH:25][N:24]=1. (2) Given the reactants [Br:1][C:2]1[CH:7]=[CH:6][C:5]([OH:8])=[CH:4][CH:3]=1.[CH2:9](Br)[C:10]1[CH:15]=[CH:14][CH:13]=[CH:12][CH:11]=1.C(=O)([O-])[O-].[Cs+].[Cs+], predict the reaction product. The product is: [Br:1][C:2]1[CH:7]=[CH:6][C:5]([O:8][CH2:9][C:10]2[CH:15]=[CH:14][CH:13]=[CH:12][CH:11]=2)=[CH:4][CH:3]=1. (3) The product is: [F:22][C:12]([CH3:15])([CH3:13])[CH2:11][C:8]1[CH:7]=[CH:6][C:5]([O:4][CH2:3][O:2][CH3:1])=[CH:10][N:9]=1. Given the reactants [CH3:1][O:2][CH2:3][O:4][C:5]1[CH:6]=[CH:7][C:8]([CH2:11][C:12]([CH3:15])(O)[CH3:13])=[N:9][CH:10]=1.CCN(S(F)(F)[F:22])CC.C([O-])(O)=O.[Na+], predict the reaction product. (4) Given the reactants [CH3:1][C:2]1[N:6]([CH3:7])[C:5]([C:8]2[CH:9]=[C:10]([NH2:14])[CH:11]=[CH:12][CH:13]=2)=[CH:4][N:3]=1.Cl[C:16]1[CH:21]=[C:20]([C:22]2[CH:27]=[CH:26][CH:25]=[CH:24][CH:23]=2)[N:19]=[CH:18][N:17]=1.C(=O)([O-])[O-].[K+].[K+], predict the reaction product. The product is: [CH3:1][C:2]1[N:6]([CH3:7])[C:5]([C:8]2[CH:9]=[C:10]([NH:14][C:16]3[CH:21]=[C:20]([C:22]4[CH:27]=[CH:26][CH:25]=[CH:24][CH:23]=4)[N:19]=[CH:18][N:17]=3)[CH:11]=[CH:12][CH:13]=2)=[CH:4][N:3]=1. (5) Given the reactants [NH2:1][C:2]1[N:7]([CH2:8][CH2:9][C:10]2[CH:15]=[CH:14][C:13]([N+:16]([O-:18])=[O:17])=[CH:12][CH:11]=2)[C:6](=[O:19])[N:5]([CH2:20][CH2:21][CH3:22])[C:4](=[O:23])[CH:3]=1.O.C(O)C.[N:28]([O-])=[O:29].[Na+], predict the reaction product. The product is: [NH2:1][C:2]1[N:7]([CH2:8][CH2:9][C:10]2[CH:11]=[CH:12][C:13]([N+:16]([O-:18])=[O:17])=[CH:14][CH:15]=2)[C:6](=[O:19])[N:5]([CH2:20][CH2:21][CH3:22])[C:4](=[O:23])[C:3]=1[N:28]=[O:29].